From a dataset of Full USPTO retrosynthesis dataset with 1.9M reactions from patents (1976-2016). Predict the reactants needed to synthesize the given product. (1) Given the product [CH3:17][N:16]([CH3:18])[C:15]1[CH:19]=[CH:20][C:12]2[C:1](=[O:35])[C:2]3[CH:10]=[CH:9][C:5]([N:6]([CH3:8])[CH3:7])=[CH:4][C:3]=3[Ge:27]([CH3:29])([CH3:28])[C:13]=2[CH:14]=1, predict the reactants needed to synthesize it. The reactants are: [CH2:1]([C:12]1[CH:20]=[CH:19][C:15]([N:16]([CH3:18])[CH3:17])=[CH:14][C:13]=1Br)[C:2]1[CH:10]=[CH:9][C:5]([N:6]([CH3:8])[CH3:7])=[CH:4][C:3]=1Br.[Li]C(CC)C.[Ge:27](Cl)(Cl)([CH3:29])[CH3:28].C1C[O:35]CC1. (2) Given the product [Br:2][C:3]1[CH:8]=[C:7]([F:9])[CH:6]=[CH:5][C:4]=1[C@H:10]1[C:15]([C:16]([O:18][CH2:19][CH3:20])=[O:17])=[C:14]([CH2:27][N:28]2[CH2:29][CH2:30][O:31][CH2:32][CH2:33]2)[NH:13][C:12]([C:34]2[S:35][CH:36]=[CH:37][N:38]=2)=[N:11]1, predict the reactants needed to synthesize it. The reactants are: [Li].[Br:2][C:3]1[CH:8]=[C:7]([F:9])[CH:6]=[CH:5][C:4]=1[C@@H:10]1[C:15]([C:16]([O:18][C@H:19](C)[C:20](OC(C)C)=O)=[O:17])=[C:14]([CH2:27][N:28]2[CH2:33][CH2:32][O:31][CH2:30][CH2:29]2)[NH:13][C:12]([C:34]2[S:35][CH:36]=[CH:37][N:38]=2)=[N:11]1. (3) Given the product [CH2:1]([O:4][N:5]([CH:18]1[CH2:23][N:22]([C:24]([O:26][C:27]([CH3:28])([CH3:30])[CH3:29])=[O:25])[C@H:21]([C:31]([OH:45])=[O:32])[CH:20]=[C:19]1[CH2:40][C:41]([NH2:43])=[O:42])[S:6]([C:9]1[CH:14]=[CH:13][CH:12]=[CH:11][C:10]=1[N+:15]([O-:17])=[O:16])(=[O:8])=[O:7])[CH:2]=[CH2:3], predict the reactants needed to synthesize it. The reactants are: [CH2:1]([O:4][N:5]([CH:18]1[CH2:23][N:22]([C:24]([O:26][C:27]([CH3:30])([CH3:29])[CH3:28])=[O:25])[C@H:21]([CH2:31][O:32][Si](C(C)(C)C)(C)C)[CH:20]=[C:19]1[CH2:40][C:41]([NH2:43])=[O:42])[S:6]([C:9]1[CH:14]=[CH:13][CH:12]=[CH:11][C:10]=1[N+:15]([O-:17])=[O:16])(=[O:8])=[O:7])[CH:2]=[CH2:3].I([O-])(=O)(=O)=[O:45].[Na+].OS([O-])=O.[Na+]. (4) Given the product [CH3:1][O:2][C:3]1[CH:8]=[CH:7][CH:6]=[CH:5][C:4]=1[CH:9]1[CH2:13][CH2:12][CH:11]([C:15]([O:16][CH3:17])=[O:18])[C:10]1=[O:14], predict the reactants needed to synthesize it. The reactants are: [CH3:1][O:2][C:3]1[CH:8]=[CH:7][CH:6]=[CH:5][C:4]=1[CH:9]1[CH2:13][CH2:12][CH2:11][C:10]1=[O:14].[C:15](=O)([O:18]C)[O:16][CH3:17].[H-].[Na+].Cl. (5) The reactants are: [Si]([O:8][N:9]=[C:10]1[C:18]2[C:13](=[CH:14][C:15]([NH:19][C:20]3[C:28]4[C:23](=[CH:24][N:25]=[CH:26][CH:27]=4)[O:22][C:21]=3[C:29]3[CH:34]=[CH:33][CH:32]=[CH:31][C:30]=3[C:35]([F:38])([F:37])[F:36])=[CH:16][CH:17]=2)[CH2:12][CH2:11]1)(C(C)(C)C)(C)C.CCCC[N+](CCCC)(CCCC)CCCC.[F-]. Given the product [F:37][C:35]([F:36])([F:38])[C:30]1[CH:31]=[CH:32][CH:33]=[CH:34][C:29]=1[C:21]1[O:22][C:23]2=[CH:24][N:25]=[CH:26][CH:27]=[C:28]2[C:20]=1[NH:19][C:15]1[CH:14]=[C:13]2[C:18](=[CH:17][CH:16]=1)[C:10](=[N:9][OH:8])[CH2:11][CH2:12]2, predict the reactants needed to synthesize it. (6) Given the product [CH2:11]([N:1]1[CH2:9][CH2:8][CH:4]([C:5]([NH2:7])=[O:6])[CH2:3][CH2:2]1)[CH2:12][CH2:13][CH2:14][CH3:15], predict the reactants needed to synthesize it. The reactants are: [NH:1]1[CH2:9][CH2:8][CH:4]([C:5]([NH2:7])=[O:6])[CH2:3][CH2:2]1.I[CH2:11][CH2:12][CH2:13][CH2:14][CH3:15].C(=O)([O-])[O-].[K+].[K+]. (7) Given the product [Cl:1][C:2]1[CH:3]=[CH:4][C:5]2[O:18][CH:17]([C:19]([O:21][CH2:22][CH3:23])=[O:20])[N:8]3[C:9]4[CH:10]=[CH:11][CH:12]=[C:13]([F:16])[C:14]=4[CH:15]=[C:7]3[C:6]=2[N:24]=1, predict the reactants needed to synthesize it. The reactants are: [Cl:1][C:2]1[CH:3]=[CH:4][C:5]2[O:18][CH:17]([C:19]([O:21][CH2:22][CH3:23])=[O:20])[N:8]3[C:9]4[CH:10]=[CH:11][CH:12]=[C:13]([F:16])[C:14]=4[CH2:15][CH:7]3[C:6]=2[N:24]=1.C(C1C(=O)C(Cl)=C(Cl)C(=O)C=1C#N)#N.